Dataset: Forward reaction prediction with 1.9M reactions from USPTO patents (1976-2016). Task: Predict the product of the given reaction. (1) The product is: [CH:1]([O:4][C:5]([N:7]1[CH2:8][CH2:9][CH:10]([O:13][C:15]2[C:20]([CH3:21])=[C:19]([O:22][C:23]3[C:24]([CH3:29])=[N:25][CH:26]=[CH:27][CH:28]=3)[N:18]=[CH:17][N:16]=2)[CH2:11][CH2:12]1)=[O:6])([CH3:3])[CH3:2]. Given the reactants [CH:1]([O:4][C:5]([N:7]1[CH2:12][CH2:11][CH:10]([OH:13])[CH2:9][CH2:8]1)=[O:6])([CH3:3])[CH3:2].Cl[C:15]1[C:20]([CH3:21])=[C:19]([O:22][C:23]2[C:24]([CH3:29])=[N:25][CH:26]=[CH:27][CH:28]=2)[N:18]=[CH:17][N:16]=1.CC(C)([O-])C.[K+], predict the reaction product. (2) The product is: [NH2:7][CH2:8][CH:9]1[CH2:14][CH2:13][N:12]([C:15]2[CH:20]=[CH:19][N:18]=[C:17]([OH:21])[CH:16]=2)[CH2:11][CH2:10]1. Given the reactants C(OC(=O)[NH:7][CH2:8][CH:9]1[CH2:14][CH2:13][N:12]([C:15]2[CH:20]=[CH:19][N:18]=[C:17]([OH:21])[CH:16]=2)[CH2:11][CH2:10]1)(C)(C)C.C1(C)C=CC=CC=1, predict the reaction product.